From a dataset of Catalyst prediction with 721,799 reactions and 888 catalyst types from USPTO. Predict which catalyst facilitates the given reaction. Reactant: [NH:1]1[CH2:5][CH2:4][C:3]2([C:17]3[NH:16][C:15]4[C:10](=[CH:11][CH:12]=[CH:13][CH:14]=4)[C:9]=3[CH2:8][CH2:7][NH:6]2)[CH2:2]1.CCN(C(C)C)C(C)C.Br[CH2:28][CH2:29][O:30][C:31]1[CH:36]=[CH:35][CH:34]=[CH:33][CH:32]=1. Product: [O:30]([CH2:29][CH2:28][N:1]1[CH2:5][CH2:4][C:3]2([C:17]3[NH:16][C:15]4[C:10](=[CH:11][CH:12]=[CH:13][CH:14]=4)[C:9]=3[CH2:8][CH2:7][NH:6]2)[CH2:2]1)[C:31]1[CH:36]=[CH:35][CH:34]=[CH:33][CH:32]=1. The catalyst class is: 382.